Dataset: Reaction yield outcomes from USPTO patents with 853,638 reactions. Task: Predict the reaction yield, written as a fraction of the theoretical maximum amount of product (1.0 means a 100% yield; for example, 0.34 means a 34% yield). The catalyst is C(Cl)Cl. The yield is 0.740. The reactants are [Cl:1][C:2]1[CH:7]=[CH:6][C:5]([NH:8][C:9](=[O:11])[CH3:10])=[C:4]([F:12])[C:3]=1[CH2:13][OH:14].[CH3:15][S:16](Cl)(=[O:18])=[O:17]. The product is [CH3:15][S:16]([O:14][CH2:13][C:3]1[C:2]([Cl:1])=[CH:7][CH:6]=[C:5]([NH:8][C:9](=[O:11])[CH3:10])[C:4]=1[F:12])(=[O:18])=[O:17].